This data is from Catalyst prediction with 721,799 reactions and 888 catalyst types from USPTO. The task is: Predict which catalyst facilitates the given reaction. (1) Reactant: [CH2:1]([O:8][C:9]1[CH:10]=[C:11]([CH2:15][C:16]#[N:17])[CH:12]=[CH:13][CH:14]=1)[C:2]1[CH:7]=[CH:6][CH:5]=[CH:4][CH:3]=1.[H-].[H-].[H-].[H-].[Li+].[Al+3]. Product: [C:2]1([CH2:1][O:8][C:9]2[CH:10]=[C:11]([CH2:15][CH2:16][NH2:17])[CH:12]=[CH:13][CH:14]=2)[CH:3]=[CH:4][CH:5]=[CH:6][CH:7]=1. The catalyst class is: 1. (2) Reactant: [F:1][C:2]1[CH:9]=[CH:8][C:7]([I:10])=[CH:6][C:3]=1[CH2:4][OH:5].[C:11]([O:15][C:16]([N:18]1[CH2:23][CH2:22][N:21]([C:24](Cl)=[O:25])[C@H:20]([CH2:27][CH3:28])[CH2:19]1)=[O:17])([CH3:14])([CH3:13])[CH3:12].[H-].[Na+]. Product: [F:1][C:2]1[CH:9]=[CH:8][C:7]([I:10])=[CH:6][C:3]=1[CH2:4][O:5][C:24]([N:21]1[CH2:22][CH2:23][N:18]([C:16]([O:15][C:11]([CH3:13])([CH3:12])[CH3:14])=[O:17])[CH2:19][C@H:20]1[CH2:27][CH3:28])=[O:25]. The catalyst class is: 9. (3) Reactant: [Br:1][C:2]1[CH:7]=[C:6]([CH3:8])[CH:5]=[CH:4][C:3]=1I.C([Mg]Cl)(C)C.[F:15][CH2:16][C:17](=[O:20])[CH2:18][F:19].CC(=O)OCC. Product: [Br:1][C:2]1[CH:7]=[C:6]([CH3:8])[CH:5]=[CH:4][C:3]=1[C:17]([OH:20])([CH2:18][F:19])[CH2:16][F:15]. The catalyst class is: 1. (4) Reactant: CC1C=CC(S(O[CH2:12][CH:13]2[O:18][C:17]3[CH:19]=[C:20]([F:24])[CH:21]=[C:22]([F:23])[C:16]=3[O:15][CH2:14]2)(=O)=O)=CC=1.[CH3:25][NH:26][CH3:27]. Product: [F:23][C:22]1[C:16]2[O:15][CH2:14][CH:13]([CH2:12][N:26]([CH3:27])[CH3:25])[O:18][C:17]=2[CH:19]=[C:20]([F:24])[CH:21]=1. The catalyst class is: 10. (5) Reactant: [CH:1]([C:3]([CH3:5])=[O:4])=[CH2:2].[OH-].[K+].[F:8][C:9]1[CH:14]=[CH:13][C:12]([CH:15]([C:18]2[CH:23]=[CH:22][C:21]([F:24])=[CH:20][CH:19]=2)[CH:16]=O)=[CH:11][CH:10]=1. Product: [F:8][C:9]1[CH:10]=[CH:11][C:12]([C:15]2([C:18]3[CH:19]=[CH:20][C:21]([F:24])=[CH:22][CH:23]=3)[CH2:16][CH2:5][C:3](=[O:4])[CH:1]=[CH:2]2)=[CH:13][CH:14]=1. The catalyst class is: 621. (6) Reactant: [C:1]1([CH2:7][O:8][C:9]2[CH:23]=[CH:22][C:21]([O:24][CH2:25][C@H:26]3[CH2:30][CH2:29][CH2:28][NH:27]3)=[CH:20][C:10]=2[C:11]([NH:13][C:14]2[CH:15]=[N:16][CH:17]=[CH:18][CH:19]=2)=[O:12])[CH:6]=[CH:5][CH:4]=[CH:3][CH:2]=1.C=O.[C:33](=O)=O.C([O-])(O)=O.[Na+]. Product: [CH3:33][N:27]1[CH2:28][CH2:29][CH2:30][C@@H:26]1[CH2:25][O:24][C:21]1[CH:22]=[CH:23][C:9]([O:8][CH2:7][C:1]2[CH:2]=[CH:3][CH:4]=[CH:5][CH:6]=2)=[C:10]([CH:20]=1)[C:11]([NH:13][C:14]1[CH:15]=[N:16][CH:17]=[CH:18][CH:19]=1)=[O:12]. The catalyst class is: 106.